Dataset: Full USPTO retrosynthesis dataset with 1.9M reactions from patents (1976-2016). Task: Predict the reactants needed to synthesize the given product. Given the product [CH3:24][N:25]([CH3:46])[C@@H:26]1[CH2:31][CH2:30][CH2:29][N:28]([CH2:32][C:33]2[CH:41]=[CH:40][C:36]([C:37]([NH:1][C@H:2]3[C@H:7]4[C@@H:3]3[O:4][C:5]3[CH:11]=[CH:10][C:9]([O:12][C:13]5[C:14]6[CH2:15][CH2:16][C:17](=[O:23])[NH:18][C:19]=6[N:20]=[CH:21][CH:22]=5)=[CH:8][C:6]=34)=[O:38])=[CH:35][C:34]=2[C:42]([F:45])([F:43])[F:44])[CH2:27]1, predict the reactants needed to synthesize it. The reactants are: [NH2:1][C@H:2]1[C@H:7]2[C@@H:3]1[O:4][C:5]1[CH:11]=[CH:10][C:9]([O:12][C:13]3[CH:22]=[CH:21][N:20]=[C:19]4[C:14]=3[CH2:15][CH2:16][C:17](=[O:23])[NH:18]4)=[CH:8][C:6]=12.[CH3:24][N:25]([CH3:46])[C@@H:26]1[CH2:31][CH2:30][CH2:29][N:28]([CH2:32][C:33]2[CH:41]=[CH:40][C:36]([C:37](O)=[O:38])=[CH:35][C:34]=2[C:42]([F:45])([F:44])[F:43])[CH2:27]1.CCN(C(C)C)C(C)C.CN(C(ON1N=NC2C=CC=NC1=2)=[N+](C)C)C.F[P-](F)(F)(F)(F)F.